This data is from Peptide-MHC class II binding affinity with 134,281 pairs from IEDB. The task is: Regression. Given a peptide amino acid sequence and an MHC pseudo amino acid sequence, predict their binding affinity value. This is MHC class II binding data. (1) The peptide sequence is SSSSSLLAMAVLAAL. The MHC is HLA-DQA10301-DQB10302 with pseudo-sequence HLA-DQA10301-DQB10302. The binding affinity (normalized) is 0.210. (2) The peptide sequence is GELQIVDKIYAAFKI. The MHC is DRB1_0802 with pseudo-sequence DRB1_0802. The binding affinity (normalized) is 0.549. (3) The peptide sequence is EPIAAYHFDLSGIAF. The MHC is HLA-DPA10201-DPB10501 with pseudo-sequence HLA-DPA10201-DPB10501. The binding affinity (normalized) is 0.0538. (4) The peptide sequence is LLKILVLSILSSPTK. The MHC is DRB1_0404 with pseudo-sequence DRB1_0404. The binding affinity (normalized) is 0.950. (5) The peptide sequence is EKKYFAATQFEPLEA. The MHC is HLA-DQA10301-DQB10302 with pseudo-sequence HLA-DQA10301-DQB10302. The binding affinity (normalized) is 0.450. (6) The peptide sequence is SELYLYKVVKIEPLGVAP. The MHC is HLA-DQA10301-DQB10302 with pseudo-sequence HLA-DQA10301-DQB10302. The binding affinity (normalized) is 0.0445. (7) The peptide sequence is AAWGGSGSEAYQGVQ. The MHC is HLA-DPA10301-DPB10402 with pseudo-sequence HLA-DPA10301-DPB10402. The binding affinity (normalized) is 0.